From a dataset of Catalyst prediction with 721,799 reactions and 888 catalyst types from USPTO. Predict which catalyst facilitates the given reaction. (1) Reactant: [CH2:1]([N:8](C)[CH:9]1[CH2:14][CH2:13][CH:12]([N:15]2[CH2:24][CH2:23][C:22]3[C:17](=[CH:18][CH:19]=[N:20][CH:21]=3)[CH2:16]2)[CH2:11][CH2:10]1)C1C=CC=CC=1. Product: [CH2:16]1[C:17]2[C:22](=[CH:21][N:20]=[CH:19][CH:18]=2)[CH2:23][CH2:24][N:15]1[CH:12]1[CH2:13][CH2:14][CH:9]([NH:8][CH3:1])[CH2:10][CH2:11]1. The catalyst class is: 5. (2) Reactant: [CH2:1]([O:5][CH2:6][CH2:7][O:8][C:9]1[CH:14]=[CH:13][C:12]([C:15]2[CH:16]=[CH:17][C:18]3[N:24]([CH:25]=[O:26])[CH2:23][CH2:22][C:21]([C:27]([OH:29])=O)=[CH:20][C:19]=3[CH:30]=2)=[CH:11][CH:10]=1)[CH2:2][CH2:3][CH3:4].ON1C2C=CC=CC=2N=N1.Cl.C(N=C=NCCCN(C)C)C.[NH2:53][C:54]1[CH:59]=[CH:58][C:57]([C@H:60]([C:62]2[CH:67]=[CH:66][CH:65]=[CH:64][N:63]=2)[OH:61])=[CH:56][CH:55]=1. Product: [CH2:1]([O:5][CH2:6][CH2:7][O:8][C:9]1[CH:10]=[CH:11][C:12]([C:15]2[CH:16]=[CH:17][C:18]3[N:24]([CH:25]=[O:26])[CH2:23][CH2:22][C:21]([C:27]([NH:53][C:54]4[CH:59]=[CH:58][C:57]([C@@H:60]([OH:61])[C:62]5[CH:67]=[CH:66][CH:65]=[CH:64][N:63]=5)=[CH:56][CH:55]=4)=[O:29])=[CH:20][C:19]=3[CH:30]=2)=[CH:13][CH:14]=1)[CH2:2][CH2:3][CH3:4]. The catalyst class is: 851. (3) Reactant: [CH2:1]([N:5]1[C:10](=[O:11])[CH2:9][C:8]([CH3:13])([CH3:12])[CH2:7][C:6]1=[O:14])[CH:2]([CH3:4])[CH3:3].[H-].[Al+3].[Li+].[H-].[H-].[H-].O.O.O.O.O.O.O.O.O.O.S([O-])([O-])(=O)=O.[Na+].[Na+]. Product: [OH:11][CH:10]1[N:5]([CH2:1][CH:2]([CH3:3])[CH3:4])[C:6](=[O:14])[CH2:7][C:8]([CH3:13])([CH3:12])[CH2:9]1. The catalyst class is: 7. (4) Reactant: O[C:2]1[CH:3]=[CH:4][C:5]([N+:11]([O-:13])=[O:12])=[C:6]([CH:10]=1)C(O)=O.[C:14](=[O:17])([O-])[O-:15].[K+].[K+].[CH3:20]I.CN([CH:25]=[O:26])C. Product: [CH3:20][O:15][C:14](=[O:17])[C:4]1[CH:3]=[C:2]([O:26][CH3:25])[CH:10]=[CH:6][C:5]=1[N+:11]([O-:13])=[O:12]. The catalyst class is: 6. (5) Reactant: [CH2:1]([O:3][C:4]([C:6]1[CH:29]=[CH:28][C:9]2[N:10]([CH:22]3[CH2:27][CH2:26][CH2:25][CH2:24][CH2:23]3)[C:11]([C:13]3[CH:18]=CC(N)=[C:15](C=O)[CH:14]=3)=[N:12][C:8]=2[CH:7]=1)=[O:5])[CH3:2].[C:30]([OH:35])(=[O:34])C(C)=O.[NH:36]1[CH2:41][CH2:40][CH2:39][CH2:38][CH2:37]1. Product: [CH:22]1([N:10]2[C:9]3[CH:28]=[CH:29][C:6]([C:4]([O:3][CH2:1][CH3:2])=[O:5])=[CH:7][C:8]=3[N:12]=[C:11]2[C:13]2[CH:18]=[C:40]3[C:41](=[CH:15][CH:14]=2)[N:36]=[C:37]([C:30]([OH:35])=[O:34])[CH:38]=[CH:39]3)[CH2:27][CH2:26][CH2:25][CH2:24][CH2:23]1. The catalyst class is: 5. (6) Reactant: [NH2:1][C:2]1[CH:10]=[CH:9][CH:8]=[C:7]([C:11]([F:14])([F:13])[F:12])[C:3]=1[C:4]([OH:6])=O.N1[CH:19]=[CH:18]N=C1.C(Cl)(=O)C.Cl.[NH2:25][CH:26]1[CH2:31][CH2:30][C:29](=[O:32])[NH:28][C:27]1=[O:33].P(OC1C=CC=CC=1)(OC1C=CC=CC=1)OC1C=CC=CC=1. Product: [CH3:18][C:19]1[N:25]([CH:26]2[CH2:31][CH2:30][C:29](=[O:32])[NH:28][C:27]2=[O:33])[C:4](=[O:6])[C:3]2[C:2](=[CH:10][CH:9]=[CH:8][C:7]=2[C:11]([F:14])([F:13])[F:12])[N:1]=1. The catalyst class is: 47.